From a dataset of Forward reaction prediction with 1.9M reactions from USPTO patents (1976-2016). Predict the product of the given reaction. (1) Given the reactants [Cl:1][C:2]1[N:11]=[CH:10][CH:9]=[C:8]2[C:3]=1[C:4]1[CH:16]=[C:15]([F:17])[CH:14]=[CH:13][C:5]=1[N:6]=[C:7]2Cl.[NH2:18][C:19]1[CH:20]=[C:21]([CH:26]=[CH:27][C:28]=1[CH3:29])[C:22]([O:24][CH3:25])=[O:23].CC(C)([O-])C.[Na+], predict the reaction product. The product is: [Cl:1][C:2]1[N:11]=[CH:10][CH:9]=[C:8]2[C:3]=1[C:4]1[CH:16]=[C:15]([F:17])[CH:14]=[CH:13][C:5]=1[N:6]=[C:7]2[NH:18][C:19]1[CH:20]=[C:21]([CH:26]=[CH:27][C:28]=1[CH3:29])[C:22]([O:24][CH3:25])=[O:23]. (2) Given the reactants Cl[C:2]1[CH:3]=[C:4]([C:14]2[C:19]3[S:20][C:21]4[C:26]([C:27]5[CH:32]=[CH:31][CH:30]=[CH:29][CH:28]=5)=[CH:25][CH:24]=[CH:23][C:22]=4[C:18]=3[CH:17]=[CH:16][CH:15]=2)[CH:5]=[C:6]([C:8]2[CH:13]=[CH:12][CH:11]=[CH:10][CH:9]=2)[CH:7]=1.[CH3:48][C:43]1([CH3:49])[C:44]([CH3:47])([CH3:46])[O:45][B:41]([B:41]2[O:45][C:44]([CH3:47])([CH3:46])[C:43]([CH3:49])([CH3:48])[O:42]2)[O:42]1.C([O-])(=O)C.[K+], predict the reaction product. The product is: [CH3:47][C:44]1([CH3:46])[C:43]([CH3:48])([CH3:49])[O:42][B:41]([C:2]2[CH:7]=[C:6]([C:8]3[CH:13]=[CH:12][CH:11]=[CH:10][CH:9]=3)[CH:5]=[C:4]([C:14]3[C:19]4[S:20][C:21]5[C:26]([C:27]6[CH:32]=[CH:31][CH:30]=[CH:29][CH:28]=6)=[CH:25][CH:24]=[CH:23][C:22]=5[C:18]=4[CH:17]=[CH:16][CH:15]=3)[CH:3]=2)[O:45]1. (3) Given the reactants [Cl:1][C:2]1[CH:3]=[C:4]([CH2:25][C:26]([O:28][CH2:29][CH3:30])=[O:27])[CH:5]=[CH:6][C:7]=1[N:8]1[C:16](=[O:17])[C:15]2[C:14]([OH:18])=[C:13]3[CH:19]=[CH:20][CH:21]=[CH:22][C:12]3=[C:11]([OH:23])[C:10]=2[C:9]1=[O:24].C(=O)([O-])[O-].[Na+].[Na+].FC(F)(F)S(O[CH2:43][C:44]([F:47])([F:46])[F:45])(=O)=O.O, predict the reaction product. The product is: [Cl:1][C:2]1[CH:3]=[C:4]([CH2:25][C:26]([O:28][CH2:29][CH3:30])=[O:27])[CH:5]=[CH:6][C:7]=1[N:8]1[C:9](=[O:24])[C:10]2[C:11]([O:23][CH2:43][C:44]([F:47])([F:46])[F:45])=[C:12]3[CH:22]=[CH:21][CH:20]=[CH:19][C:13]3=[C:14]([O:18][CH2:43][C:44]([F:45])([F:46])[F:47])[C:15]=2[C:16]1=[O:17]. (4) Given the reactants [CH3:1][O:2][C:3](=[O:24])[CH:4]([C:14]1[CH:19]=[C:18]([O:20][CH3:21])[CH:17]=[C:16]([O:22][CH3:23])[CH:15]=1)[CH2:5][C:6]1[C:7](Cl)=[N:8][C:9](Cl)=[N:10][CH:11]=1.[NH2:25][C:26]1[CH:31]=[CH:30][CH:29]=[CH:28][CH:27]=1, predict the reaction product. The product is: [CH3:1][O:2][C:3](=[O:24])[CH:4]([C:14]1[CH:19]=[C:18]([O:20][CH3:21])[CH:17]=[C:16]([O:22][CH3:23])[CH:15]=1)[CH2:5][C:6]1[C:7]([NH:25][C:26]2[CH:31]=[CH:30][CH:29]=[CH:28][CH:27]=2)=[N:8][C:9]([NH:25][C:26]2[CH:31]=[CH:30][CH:29]=[CH:28][CH:27]=2)=[N:10][CH:11]=1. (5) Given the reactants [F:1][C:2]1[CH:7]=[CH:6][C:5]([N:8]=[C:9]=[S:10])=[CH:4][CH:3]=1.Cl.[O-:12][Mn](=O)(=O)=O.[K+].[CH3:18][N:19]=[C:20]=[O:21], predict the reaction product. The product is: [F:1][C:2]1[CH:7]=[CH:6][C:5]([N:8]2[C:9](=[O:12])[S:10][N:19]([CH3:18])[C:20]2=[O:21])=[CH:4][CH:3]=1.